Task: Predict the product of the given reaction.. Dataset: Forward reaction prediction with 1.9M reactions from USPTO patents (1976-2016) (1) Given the reactants [Br:1][C:2]1[CH:7]=[CH:6][CH:5]=[C:4]([N:8]([CH3:10])[NH2:9])[N:3]=1.[CH3:11][CH:12]1[CH2:17][C:16](=O)[CH2:15][CH2:14][NH:13]1, predict the reaction product. The product is: [Br:1][C:2]1[CH:7]=[CH:6][CH:5]=[C:4]([N:8]([CH3:10])[N:9]=[C:16]2[CH2:15][CH2:14][NH:13][CH:12]([CH3:11])[CH2:17]2)[N:3]=1. (2) Given the reactants [CH2:1]([N:3](C(C)C)[CH:4](C)C)C.[NH2:10][C:11]1[CH:19]=[CH:18][C:14]([C:15](O)=[O:16])=[CH:13][N:12]=1.CNC.CCN=C=NCCCN(C)C, predict the reaction product. The product is: [NH2:10][C:11]1[CH:19]=[CH:18][C:14]([C:15]([N:3]([CH3:4])[CH3:1])=[O:16])=[CH:13][N:12]=1. (3) Given the reactants C[O:2][C:3]1[CH:4]=[C:5]2[C:10](=[CH:11][C:12]=1[C:13]1[CH:14]=[N:15][CH:16]=[CH:17][CH:18]=1)[CH:9]=[N:8][CH:7]=[CH:6]2.C[S-].[Na+], predict the reaction product. The product is: [N:15]1[CH:16]=[CH:17][CH:18]=[C:13]([C:12]2[CH:11]=[C:10]3[C:5]([CH:6]=[CH:7][N:8]=[CH:9]3)=[CH:4][C:3]=2[OH:2])[CH:14]=1. (4) Given the reactants C[O:2][C:3](=O)[CH:4]=[CH:5][C:6](=[C:11]([NH:13][CH2:14][CH:15]1[CH2:19][CH2:18][CH2:17][CH2:16]1)[CH3:12])[C:7]([O:9][CH3:10])=[O:8].C[O-].[Na+].[Br:24]N1C(=O)CCC1=O, predict the reaction product. The product is: [CH3:10][O:9][C:7]([C:6]1[CH:5]=[C:4]([Br:24])[C:3](=[O:2])[N:13]([CH2:14][CH:15]2[CH2:19][CH2:18][CH2:17][CH2:16]2)[C:11]=1[CH3:12])=[O:8].